From a dataset of Drug-target binding data from BindingDB using Ki measurements. Regression. Given a target protein amino acid sequence and a drug SMILES string, predict the binding affinity score between them. We predict pKi (pKi = -log10(Ki in M); higher means stronger inhibition). Dataset: bindingdb_ki. (1) The small molecule is CCOC(=O)C(=O)C(CC)NC(=O)C(CC(C)C)NS(=O)(=O)c1ccc2ccccc2c1. The target protein (P07688) has sequence MWRLLATLSCLLVLTSARSSLYFPPLSDELVNFVNKQNTTWKAGHNFYNVDLSYVKKLCGAILGGPKLPQRDAFAADVVLPESFDAREQWPNCPTIKEIRDQGSCGSCWAFGAVEAISDRICIHSNGRVNVEVSAEDMLTCCGGECGDGCNGGFPSGAWNFWTKKGLVSGGLYNSHVGCRPYSIPPCEHHVNGSRPPCTGEGDTPKCSKTCEPGYSPSYKEDKHFGCSSYSVANNEKEIMAEIYKNGPVEGAFSVYSDFLLYKSGVYQHVSGEIMGGHAIRILGWGVENGTPYWLVGNSWNTDWGDNGFFKILRGQDHCGIESEIVAGMPCTHQY. The pKi is 4.7. (2) The small molecule is O=C(c1ccc(F)cc1)C1CCN([C@@H]2CCCC[C@H]2O)CC1. The target protein (P81721) has sequence MGVTMAVGLAKAAMGKISSAIGERSKRISGAMNEPRRKRKILLVIVCIAMLLDNMLYMVIVPIIPNYLETIRTYKLVYITTPSNGTNGSLLNSTQRAVLERNPNANEDIQIGVLFASKAILQLLSNPFTGTFIDRVGYDIPLLIGLTIMFFSTITFAFGESYAVLFAARSLQGLGSAFADTSGIAMIADKYTEESERTQALGIALAFISFGSLVAPPFGGVLYQFAGKWVPFLVLSFVCLLDGILLLMVVTPFASRTRENMLQGTPIYKLMIDPYIAVVAGALTTCNIPLAFLEPTISNWMKKTMNASEWQMGITWLPAFFPHILGVYITVKLAAKYPNYQWFYGAVGLVIIGASSCTIPACRNFEELIIPLCALCFGIALVDTALLPTLAFLVDIRYVSVYGSVYAIADISYSVAYALGPIMAGQIVHDLGFVQLNLGMGLVNILYAPALLFLRNVCQMKPSLSERNILLEEGPKGLYDTIIMEERKAAKEPHGSSSGN.... The pKi is 6.4. (3) The small molecule is C[C@H](CCC(=O)N[C@@H](CCC(=O)Nc1ccc(F)cc1)C(=O)O)[C@H]1CC[C@H]2[C@H]3[C@H](CC[C@@]21C)[C@@]1(C)CC[C@@H](O)C[C@@H]1C[C@H]3O. The target protein (Q12908) has sequence MNDPNSCVDNATVCSGASCVVPESNFNNILSVVLSTVLTILLALVMFSMGCNVEIKKFLGHIKRPWGICVGFLCQFGIMPLTGFILSVAFDILPLQAVVVLIIGCCPGGTASNILAYWVDGDMDLSVSMTTCSTLLALGMMPLCLLIYTKMWVDSGSIVIPYDNIGTSLVSLVVPVSIGMFVNHKWPQKAKIILKIGSIAGAILIVLIAVVGGILYQSAWIIAPKLWIIGTIFPVAGYSLGFLLARIAGLPWYRCRTVAFETGMQNTQLCSTIVQLSFTPEELNVVFTFPLIYSIFQLAFAAIFLGFYVAYKKCHGKNKAEIPESKENGTEPESSFYKANGGFQPDEK. The pKi is 5.5. (4) The drug is O=C(O)c1ccc(O)cc1. The target protein sequence is MNWLVAALAVCVLVPSANCASDSVAWCYHQPSCNDTTWPTIAAKYCNGTRQSPINIVSASAEPNANLTEFTFQNYGDTSILKKILNTGKTVQVSLGSGVSISGGDLSEAYDSLQFHLHWGKGSSIPGSDGKRYPMELHIVNSKSTFNGNTTLAVKDSTGLAALGFFIEETSGNETQQPASWNTLTSYLANITNSGDSVSIAPGISLDDLLVGVDRTKYYRYLGSLTTPQLQEAVVWTVFKDSIKVSKDLIDLFSTTVHVSNTSSPLMTNVFRNVQPAQPVTTQAASSSATSKTCYSLGLMALSLALGRS. The pKi is 5.1. (5) The target protein sequence is MLYPLLTKTRNTYDLGGIWNFKLGEHNPNELLPSDEVMVIPTSFNDLMVSKEKRDYIGDFWYEKVIEVPKVSEGEEMVLRFGSVTHQAKIYVDGILVGEHKGGFTPFEVLVPECKYNNEKIKVSICANNVLDYTTLPVGNYSEIIQEDGSIKKKVRENFDFFNYAGVHRPLKLMIRPKNHISDITITSRLSDDLQSADLHFLVETNQKVDEVRISVFDEDNKLVGETKDSRLFLSDVHLWEVLNAYLYTARVEIFVDNQLQDVYEENFGLREIEVTNGQFLLNRKPIYFKGFGKHEDTFINGRGLNEAANLMDLNLLKDIGANSFRTSHYPYSEEMMRLADRMGVLVIDEVPAVGLFQNFNASLDLSPKDNGTWSLMQTKAAHEQAIQELVKRDKNHPSVVMWVVANEPASHEAGAHDYFEPLVKLYKDLDPQKRPVTLVNILMATPDRDQVMDLVDVVCLNRYYGWYVDHGDLTNAEVGLRKELLEWQDKFPDKPIIIT.... The pKi is 5.8. The compound is CCOc1ccc(NC(=S)N(CCO)Cc2cc3cc(C)cc(C)c3[nH]c2=O)cc1. (6) The small molecule is CCCCCCCCO[C@@H]1[C@@H](O)C(O)O[C@H](CO)[C@H]1O. The target protein sequence is MTKSSKDICSENEGKKNGKSGFFSTSFKYVLSACIASFIFGYQVSVLNTIKNFIVVEFEWCKGEKDRLNCSNNTIQSSFLLASVFIGAVLGCGFSGYLVQFGRRLSLLIIYNFFFLVSILTSITHHFHTILFARLLSGFGIGLVTVSVPMYISEMTHKDKKGAYGVMHQLFITFGIFVAVMLGLAMGEGPKADSTEPLTSFAKLWWRLMFLFPSVISLIGILALVVFFKEETPYFLFEKGRIEESKNILKKIYETDNVDEPLNAIKEAVEQNESAKKNSLSLLSALKIPSYRYVIILGCLLSGLQQFTGINVLVSNSNELYKEFLDSHLITILSVVMTAVNFLMTFPAIYIVEKLGRKTLLLWGCVGVLVAYLPTAIANEINRNSNFVKILSIVATFVMIISFAVSYGPVLWIYLHEMFPSEIKDSAASLASLVNWVCAIIVVFPSDIIIKKSPSILFIVFSVMSILTFFFIFFFIKETKGGEIGTSPYITMEERQKHMT.... The pKi is 4.5. (7) The compound is Cc1cn([C@@H]2O[C@H](CO)C(CN=[N+]=[N-])[C@H]2Cl)c(=O)[nH]c1=O. The target protein (P9WKE1) has sequence MLIAIEGVDGAGKRTLVEKLSGAFRAAGRSVATLAFPRYGQSVAADIAAEALHGEHGDLASSVYAMATLFALDRAGAVHTIQGLCRGYDVVILDRYVASNAAYSAARLHENAAGKAAAWVQRIEFARLGLPKPDWQVLLAVSAELAGERSRGRAQRDPGRARDNYERDAELQQRTGAVYAELAAQGWGGRWLVVGADVDPGRLAATLAPPDVPS. The pKi is 3.7. (8) The small molecule is CC(C)[C@H](NC(=O)[C@H](CCCN=C(N)N)NC(=O)Cc1ccccc1)C(=O)N[C@@H](CCCN=C(N)N)C(=O)NCc1ccc(C(=N)N)cc1. The target protein (Q92824) has sequence MGWGSRCCCPGRLDLLCVLALLGGCLLPVCRTRVYTNHWAVKIAGGFPEANRIASKYGFINIGQIGALKDYYHFYHSRTIKRSVISSRGTHSFISMEPKVEWIQQQVVKKRTKRDYDFSRAQSTYFNDPKWPSMWYMHCSDNTHPCQSDMNIEGAWKRGYTGKNIVVTILDDGIERTHPDLMQNYDALASCDVNGNDLDPMPRYDASNENKHGTRCAGEVAAAANNSHCTVGIAFNAKIGGVRMLDGDVTDMVEAKSVSFNPQHVHIYSASWGPDDDGKTVDGPAPLTRQAFENGVRMGRRGLGSVFVWASGNGGRSKDHCSCDGYTNSIYTISISSTAESGKKPWYLEECSSTLATTYSSGESYDKKIITTDLRQRCTDNHTGTSASAPMAAGIIALALEANPFLTWRDVQHVIVRTSRAGHLNANDWKTNAAGFKVSHLYGFGLMDAEAMVMEAEKWTTVPRQHVCVESTDRQIKTIRPNSAVRSIYKASGCSDNPNR.... The pKi is 8.8. (9) The small molecule is CC(NS(=O)(=O)C(C)N)C(=O)O. The target protein (P04825) has sequence MTQQPQAKYRHDYRAPDYQITDIDLTFDLDAQKTVVTAVSQAVRHGASDAPLRLNGEDLKLVSVHINDEPWTAWKEEEGALVISNLPERFTLKIINEISPAANTALEGLYQSGDALCTQCEAEGFRHITYYLDRPDVLARFTTKIIADKIKYPFLLSNGNRVAQGELENGRHWVQWQDPFPKPCYLFALVAGDFDVLRDTFTTRSGREVALELYVDRGNLDRAPWAMTSLKNSMKWDEERFGLEYDLDIYMIVAVDFFNMGAMENKGLNIFNSKYVLARTDTATDKDYLDIERVIGHEYFHNWTGNRVTCRDWFQLSLKEGLTVFRDQEFSSDLGSRAVNRINNVRTMRGLQFAEDASPMAHPIRPDMVIEMNNFYTLTVYEKGAEVIRMIHTLLGEENFQKGMQLYFERHDGSAATCDDFVQAMEDASNVDLSHFRRWYSQSGTPIVTVKDDYNPETEQYTLTISQRTPATPDQAEKQPLHIPFAIELYDNEGKVIPLQ.... The pKi is 3.5.